The task is: Predict the reaction yield, written as a fraction of the theoretical maximum amount of product (1.0 means a 100% yield; for example, 0.34 means a 34% yield).. This data is from Reaction yield outcomes from USPTO patents with 853,638 reactions. (1) The reactants are Cl.[NH2:2][NH2:3].[CH3:4][C:5]1=[C:6]([CH3:12])[C:7]([O:9][C:10]1=O)=[O:8]. The catalyst is O. The product is [CH3:4][C:5]1[C:10](=[O:9])[NH:2][NH:3][C:7](=[O:8])[C:6]=1[CH3:12]. The yield is 0.990. (2) The reactants are [Cl:1][C:2]1[C:3]([O:12][C:13]2[CH:18]=[C:17]([O:19][CH2:20][O:21][CH3:22])[CH:16]=[CH:15][C:14]=2/[CH:23]=[CH:24]/[C:25]([O:27][CH2:28][CH3:29])=[O:26])=[N:4][CH:5]=[C:6]([C:8]([F:11])([F:10])[F:9])[CH:7]=1. The catalyst is C(O)C.[C].[Pd]. The product is [Cl:1][C:2]1[C:3]([O:12][C:13]2[CH:18]=[C:17]([O:19][CH2:20][O:21][CH3:22])[CH:16]=[CH:15][C:14]=2[CH2:23][CH2:24][C:25]([O:27][CH2:28][CH3:29])=[O:26])=[N:4][CH:5]=[C:6]([C:8]([F:9])([F:11])[F:10])[CH:7]=1. The yield is 0.850. (3) The reactants are [CH3:1][O:2][C:3]1[CH:11]=[CH:10][CH:9]=[C:8]2[C:4]=1[CH2:5][O:6][C:7]2=[O:12].[Br:13]N1C(=O)CCC1=O.N(/C(C)(C)C#N)=N\C(C)(C)C#N. The catalyst is C(Cl)(Cl)(Cl)Cl. The product is [Br:13][CH:5]1[C:4]2[C:8](=[CH:9][CH:10]=[CH:11][C:3]=2[O:2][CH3:1])[C:7](=[O:12])[O:6]1. The yield is 0.669. (4) The reactants are [CH2:1]([O:8][C:9]([NH:11][CH:12]([C:18]([O:20][CH2:21][CH3:22])=[O:19])[C:13]([O:15][CH2:16][CH3:17])=[O:14])=[O:10])[C:2]1[CH:7]=[CH:6][CH:5]=[CH:4][CH:3]=1.[H-].[Na+].Br[CH2:26][C:27]([O:29][CH2:30][CH3:31])=[O:28].Cl. The catalyst is CN(C=O)C. The product is [CH2:1]([O:8][C:9]([NH:11][C:12]([C:13]([O:15][CH2:16][CH3:17])=[O:14])([CH2:26][C:27]([O:29][CH2:30][CH3:31])=[O:28])[C:18]([O:20][CH2:21][CH3:22])=[O:19])=[O:10])[C:2]1[CH:3]=[CH:4][CH:5]=[CH:6][CH:7]=1. The yield is 0.830. (5) The reactants are [OH:1][C:2]1[CH:3]=[C:4]([CH2:8][C:9]([O:11][CH3:12])=[O:10])[CH:5]=[CH:6][CH:7]=1.[Br:13][CH2:14][CH2:15][CH2:16]O.C1(P(C2C=CC=CC=2)C2C=CC=CC=2)C=CC=CC=1.CC(OC(/N=N/C(OC(C)C)=O)=O)C. The catalyst is C1(C)C=CC=CC=1.CCCCCC. The product is [Br:13][CH2:14][CH2:15][CH2:16][O:1][C:2]1[CH:3]=[C:4]([CH2:8][C:9]([O:11][CH3:12])=[O:10])[CH:5]=[CH:6][CH:7]=1. The yield is 0.810. (6) The reactants are Br[C:2]1[N:6]([CH3:7])[N:5]=[C:4]([NH2:8])[CH:3]=1.[C:9]1([S:15]([N:18]2[C:26]3[C:21](=[CH:22][C:23](B4OC(C)(C)C(C)(C)O4)=[CH:24][CH:25]=3)[CH:20]=[C:19]2[C:36]2[C:41]([F:42])=[CH:40][CH:39]=[CH:38][C:37]=2[F:43])(=[O:17])=[O:16])[CH:14]=[CH:13][CH:12]=[CH:11][CH:10]=1.C([O-])([O-])=O.[K+].[K+]. The catalyst is O1CCOCC1.C1C=CC(P(C2C=CC=CC=2)[C-]2C=CC=C2)=CC=1.C1C=CC(P(C2C=CC=CC=2)[C-]2C=CC=C2)=CC=1.Cl[Pd]Cl.[Fe+2]. The product is [C:9]1([S:15]([N:18]2[C:26]3[C:21](=[CH:22][C:23]([C:2]4[N:6]([CH3:7])[N:5]=[C:4]([NH2:8])[CH:3]=4)=[CH:24][CH:25]=3)[CH:20]=[C:19]2[C:36]2[C:37]([F:43])=[CH:38][CH:39]=[CH:40][C:41]=2[F:42])(=[O:17])=[O:16])[CH:10]=[CH:11][CH:12]=[CH:13][CH:14]=1. The yield is 0.550. (7) The reactants are [C:1]([C:3]1[CH:8]=[CH:7][CH:6]=[CH:5][C:4]=1[C:9]1[CH:14]=[CH:13][C:12]([CH2:15][C:16]2[C:17](=[O:37])[N:18]([C@H:28]3[CH2:33][CH2:32][C@H:31]([C:34](O)=[O:35])[CH2:30][CH2:29]3)[C:19]3[N:20]([N:25]=[CH:26][N:27]=3)[C:21]=2[CH2:22][CH2:23][CH3:24])=[CH:11][CH:10]=1)#[N:2].[C:38]([NH:41][NH2:42])(=[O:40])[CH3:39].ON1C2C=CC=CC=2N=N1.Cl.C(N=C=NCCCN(C)C)C. The catalyst is C(OCC)(=O)C.CN(C)C=O. The product is [C:38]([NH:41][NH:42][C:34]([C@H:31]1[CH2:30][CH2:29][C@H:28]([N:18]2[C:17](=[O:37])[C:16]([CH2:15][C:12]3[CH:13]=[CH:14][C:9]([C:4]4[CH:5]=[CH:6][CH:7]=[CH:8][C:3]=4[C:1]#[N:2])=[CH:10][CH:11]=3)=[C:21]([CH2:22][CH2:23][CH3:24])[N:20]3[N:25]=[CH:26][N:27]=[C:19]23)[CH2:33][CH2:32]1)=[O:35])(=[O:40])[CH3:39]. The yield is 0.720. (8) The reactants are [F:1][C:2]1[CH:18]=[C:17]([N+:19]([O-])=O)[CH:16]=[CH:15][C:3]=1[O:4][C:5]1[CH:10]=[CH:9][N:8]=[C:7]2[NH:11][C:12]([CH3:14])=[CH:13][C:6]=12.[Cl-].[NH4+]. The catalyst is C1COCC1.CO.[Zn]. The product is [F:1][C:2]1[CH:18]=[C:17]([NH2:19])[CH:16]=[CH:15][C:3]=1[O:4][C:5]1[CH:10]=[CH:9][N:8]=[C:7]2[NH:11][C:12]([CH3:14])=[CH:13][C:6]=12. The yield is 0.900. (9) The yield is 0.300. The product is [F:25][C:2]([F:1])([F:24])[C:3]1[CH:4]=[CH:5][C:6]([O:9][C:10]2[CH:11]=[C:12]([CH:16]=[C:17]3[CH2:22][CH2:21][CH:20]([NH:23][C:26]([C:27]4[CH:28]=[N:29][CH:30]=[CH:31][CH:32]=4)=[O:33])[CH2:19][CH2:18]3)[CH:13]=[CH:14][CH:15]=2)=[N:7][CH:8]=1. The catalyst is C(Cl)Cl. The reactants are [F:1][C:2]([F:25])([F:24])[C:3]1[CH:4]=[CH:5][C:6]([O:9][C:10]2[CH:11]=[C:12]([CH:16]=[C:17]3[CH2:22][CH2:21][CH:20]([NH2:23])[CH2:19][CH2:18]3)[CH:13]=[CH:14][CH:15]=2)=[N:7][CH:8]=1.[C:26](Cl)(=[O:33])[C:27]1[CH:32]=[CH:31][CH:30]=[N:29][CH:28]=1.C(N(CC)CC)C.